From a dataset of M1 muscarinic receptor antagonist screen with 61,756 compounds. Binary Classification. Given a drug SMILES string, predict its activity (active/inactive) in a high-throughput screening assay against a specified biological target. (1) The compound is S1CC(=O)N=C1SCC(OCC)=O. The result is 0 (inactive). (2) The drug is Fc1c2c(oc(c3c(F)c(F)c(F)c(F)c3F)cc2=O)c(F)c(F)c1F. The result is 0 (inactive). (3) The result is 0 (inactive). The drug is S(CC(=O)N1CCN(CC1)c1ccccc1)c1n(c(nn1)CC(=O)Nc1cc(OC)ccc1)CC. (4) The compound is S(c1n(c(nn1)c1ccncc1)C)CC(=O)NCCc1ccccc1. The result is 0 (inactive). (5) The molecule is O=C(NC1CCCCCC1)CCCCn1c(=O)c2c([nH]c1=O)cc(OCC)c(OCC)c2. The result is 0 (inactive). (6) The drug is S(=O)(=O)(c1c2nc3c(nc2n(\N=C\c2cccnc2)c1N)cccc3)c1cc(ccc1)C. The result is 0 (inactive). (7) The molecule is FC(F)(C(F)(F)c1n[nH]c(c1C(OCC)=O)C)C(F)(F)C(F)(F)F. The result is 0 (inactive).